This data is from Peptide-MHC class II binding affinity with 134,281 pairs from IEDB. The task is: Regression. Given a peptide amino acid sequence and an MHC pseudo amino acid sequence, predict their binding affinity value. This is MHC class II binding data. (1) The peptide sequence is KKLVGGVVLLGAMLVGQ. The MHC is DRB1_0801 with pseudo-sequence DRB1_0801. The binding affinity (normalized) is 0.271. (2) The peptide sequence is NRNNTFKPFAEYKSDYVYQPFPK. The MHC is DRB1_1201 with pseudo-sequence DRB1_1201. The binding affinity (normalized) is 0.173. (3) The peptide sequence is ALIAAFSIRPGLLIG. The MHC is HLA-DQA10303-DQB10402 with pseudo-sequence HLA-DQA10303-DQB10402. The binding affinity (normalized) is 0.797.